This data is from Reaction yield outcomes from USPTO patents with 853,638 reactions. The task is: Predict the reaction yield, written as a fraction of the theoretical maximum amount of product (1.0 means a 100% yield; for example, 0.34 means a 34% yield). (1) The reactants are [Cl:1][C:2]1[CH:10]=[C:9]2[C:5]([CH2:6][C:7](=[O:11])[NH:8]2)=[CH:4][CH:3]=1.[H-].[Na+].Cl[C:15]1[C:24]2[C:19](=[CH:20][C:21]([O:25][CH2:26][CH2:27][CH2:28][N:29]3[CH2:34][CH2:33][O:32][CH2:31][CH2:30]3)=[CH:22][CH:23]=2)[N:18]=[CH:17][N:16]=1. The catalyst is CN(C)C=O. The product is [ClH:1].[Cl:1][C:2]1[CH:10]=[C:9]2[C:5]([CH:6]([C:15]3[C:24]4[C:19](=[CH:20][C:21]([O:25][CH2:26][CH2:27][CH2:28][N:29]5[CH2:34][CH2:33][O:32][CH2:31][CH2:30]5)=[CH:22][CH:23]=4)[N:18]=[CH:17][N:16]=3)[C:7](=[O:11])[NH:8]2)=[CH:4][CH:3]=1. The yield is 0.340. (2) The reactants are O[C:2]1[CH:3]=[C:4]([NH:8][C:9]2[N:14]=[C:13]([NH:15][C:16]3[CH:21]=[CH:20][CH:19]=[C:18](O)[CH:17]=3)[C:12]([F:23])=[CH:11][N:10]=2)[CH:5]=[CH:6][CH:7]=1.[CH2:24]([N:31]1[CH2:36][CH2:35][N:34](C2C=CC(N)=CC=2)[CH2:33][CH2:32]1)[C:25]1[CH:30]=[CH:29][CH:28]=[CH:27][CH:26]=1.Cl[C:45]1[N:50]=[C:49](Cl)[C:48](F)=[CH:47]N=1. No catalyst specified. The product is [CH2:49]([N:50]1[CH2:45][CH2:9][N:8]([C:7]2[CH:6]=[CH:5][C:4]([NH:8][C:9]3[N:14]=[C:13]([NH:15][C:16]4[CH:21]=[CH:20][C:19]([N:34]5[CH2:33][CH2:32][N:31]([CH2:24][C:25]6[CH:26]=[CH:27][CH:28]=[CH:29][CH:30]=6)[CH2:36][CH2:35]5)=[CH:18][CH:17]=4)[C:12]([F:23])=[CH:11][N:10]=3)=[CH:3][CH:2]=2)[CH2:4][CH2:3]1)[C:48]1[CH:47]=[CH:2][CH:7]=[CH:6][CH:5]=1. The yield is 0.640. (3) The reactants are [NH2:1][CH2:2][C:3]([OH:5])=[O:4].F[C:7]1[CH:12]=[CH:11][C:10]([N+:13]([O-:15])=[O:14])=[CH:9][CH:8]=1.C(=O)(O)[O-].[Na+]. The catalyst is O1CCOCC1.O. The product is [N+:13]([C:10]1[CH:11]=[CH:12][C:7]([NH:1][CH2:2][C:3]([OH:5])=[O:4])=[CH:8][CH:9]=1)([O-:15])=[O:14]. The yield is 0.720. (4) The reactants are [CH3:1][C:2]1[CH:3]=[C:4]([CH:11]=[C:12]([CH3:14])[CH:13]=1)[O:5][CH2:6][CH:7]([OH:10])[CH2:8]O.[NH2:15][C:16](N)=[O:17]. No catalyst specified. The product is [CH3:14][C:12]1[CH:11]=[C:4]([CH:3]=[C:2]([CH3:1])[CH:13]=1)[O:5][CH2:6][CH:7]1[O:10][C:16](=[O:17])[NH:15][CH2:8]1. The yield is 0.160. (5) The reactants are [C:1]([C:5]1[CH:9]=[C:8]([NH:10][C:11]([NH:13][C@@H:14]2[C:23]3[C:18](=[CH:19][CH:20]=[CH:21][CH:22]=3)[C@H:17]([O:24][C:25]3[CH:26]=[CH:27][C:28]4[N:29]([C:31]([N:34]5[CH2:39][CH2:38][CH2:37][CH2:36][C@@H:35]5[CH3:40])=[N:32][N:33]=4)[CH:30]=3)[CH2:16][CH2:15]2)=[O:12])[N:7]([C:41]2[C:42]([CH2:55][O:56][Si:57]([CH:64]([CH3:66])[CH3:65])([CH:61]([CH3:63])[CH3:62])[CH:58]([CH3:60])[CH3:59])=[N:43][N:44]([CH2:46][CH2:47][O:48]C3CCCCO3)[CH:45]=2)[N:6]=1)([CH3:4])([CH3:3])[CH3:2].C1(C)C=CC(S([O-])(=O)=O)=CC=1.[NH+]1C=CC=CC=1. The catalyst is CO. The product is [C:1]([C:5]1[CH:9]=[C:8]([NH:10][C:11]([NH:13][C@@H:14]2[C:23]3[C:18](=[CH:19][CH:20]=[CH:21][CH:22]=3)[C@H:17]([O:24][C:25]3[CH:26]=[CH:27][C:28]4[N:29]([C:31]([N:34]5[CH2:39][CH2:38][CH2:37][CH2:36][C@@H:35]5[CH3:40])=[N:32][N:33]=4)[CH:30]=3)[CH2:16][CH2:15]2)=[O:12])[N:7]([C:41]2[C:42]([CH2:55][O:56][Si:57]([CH:61]([CH3:63])[CH3:62])([CH:64]([CH3:66])[CH3:65])[CH:58]([CH3:59])[CH3:60])=[N:43][N:44]([CH2:46][CH2:47][OH:48])[CH:45]=2)[N:6]=1)([CH3:2])([CH3:3])[CH3:4]. The yield is 0.460. (6) The reactants are [Cl:1][C:2]1[CH:23]=[C:22]([Cl:24])[CH:21]=[CH:20][C:3]=1[CH2:4][N:5]1[C:9]([CH2:10][CH2:11][C:12](OCC)=[O:13])=[CH:8][C:7]([CH:17]([CH3:19])[CH3:18])=[N:6]1.[H-].C([Al+]CC(C)C)C(C)C.C(O)C.[Cl-].[NH4+]. The catalyst is O1CCCC1.C1(C)C=CC=CC=1. The product is [Cl:1][C:2]1[CH:23]=[C:22]([Cl:24])[CH:21]=[CH:20][C:3]=1[CH2:4][N:5]1[C:9]([CH2:10][CH2:11][CH2:12][OH:13])=[CH:8][C:7]([CH:17]([CH3:19])[CH3:18])=[N:6]1. The yield is 0.960. (7) The reactants are [F:1][C:2]([F:16])([F:15])[CH:3]([O:6][CH2:7][C:8]([O:10]C(C)(C)C)=O)[CH:4]=[CH2:5].C1N=CN(C(N2C=NC=C2)=O)C=1.Cl.[CH3:30][NH:31][O:32][CH3:33].N1C=CN=C1. The catalyst is C(OC)(C)(C)C.O.C(O)=O. The product is [CH3:33][O:32][N:31]([CH3:30])[C:8](=[O:10])[CH2:7][O:6][CH:3]([CH:4]=[CH2:5])[C:2]([F:1])([F:15])[F:16]. The yield is 0.872.